Task: Predict which catalyst facilitates the given reaction.. Dataset: Catalyst prediction with 721,799 reactions and 888 catalyst types from USPTO Reactant: [CH3:1][C:2]1[O:6][C:5]([C:7]2[CH:12]=[CH:11][C:10]([O:13][CH2:14][C:15]3[CH:20]=[CH:19][CH:18]=[CH:17][N:16]=3)=[CH:9][CH:8]=2)=[N:4][C:3]=1[CH2:21][CH2:22]OS(C)(=O)=O.[NH:28]1[CH2:32][CH2:31][CH2:30][CH2:29]1. Product: [CH3:1][C:2]1[O:6][C:5]([C:7]2[CH:8]=[CH:9][C:10]([O:13][CH2:14][C:15]3[CH:20]=[CH:19][CH:18]=[CH:17][N:16]=3)=[CH:11][CH:12]=2)=[N:4][C:3]=1[CH2:21][CH2:22][N:28]1[CH2:32][CH2:31][CH2:30][CH2:29]1. The catalyst class is: 1.